Dataset: Experimentally validated miRNA-target interactions with 360,000+ pairs, plus equal number of negative samples. Task: Binary Classification. Given a miRNA mature sequence and a target amino acid sequence, predict their likelihood of interaction. The miRNA is ath-miR398a-3p with sequence UGUGUUCUCAGGUCACCCCUU. The protein sequence of the target gene is MVRGAGPGPSLSALSHPTGASGMAAAEGPGYLVSPQAEKHRRARNWTDAEMRGLMLVWEEFFDELKQTKRNAKVYEKMASKLFEMTGERRLGEEIKIKITNMTFQYRKLKCMTDSESAPPDWPYYLAIDGILAKVPESCDGKLPDSQPPGPSTSQTEASLSPPAKSTPLYFPYNQCSYEGRFEDDRSDSSSSLLSLKFRSEERPVKKRKVQSCHLQKKQLRLLEAMVEEQRRLSRAVEETCREVRRVLDQQHILQVQSLQLQERMMSLLERIITKSSV. Result: 0 (no interaction).